Dataset: Reaction yield outcomes from USPTO patents with 853,638 reactions. Task: Predict the reaction yield, written as a fraction of the theoretical maximum amount of product (1.0 means a 100% yield; for example, 0.34 means a 34% yield). (1) The yield is 0.360. The product is [CH3:91][CH:89]([CH2:88][C@@H:87]([NH:92][CH3:93])[C:85]([NH:84][C@H:31]1[C:32](=[O:33])[NH:34][C@@H:35]([CH2:80][C:81]([NH2:83])=[O:82])[C:36](=[O:37])[NH:38][C@@H:39]2[C:19]3=[CH:18][C:17]([O:71][C:67]4[CH:66]=[CH:65][C:64]([C@@H:63]([OH:72])[C@@H:62]5[NH:73][C:74](=[O:75])[C@H:43]([NH:42][C:40]2=[O:41])[C:44]2=[CH:49][C:48](=[C:47]([OH:79])[CH:46]=[CH:45]2)[C:50]2[C:51](=[CH:52][C:53]([OH:57])=[CH:54][C:55]=2[OH:56])[C@@H:58]([C:76]([OH:78])=[O:77])[NH:59][C:60]5=[O:61])=[CH:69][C:68]=4[Cl:70])=[C:16]([OH:15])[C:21](=[CH:20]3)[O:22][C:23]2[CH:24]=[CH:25][C:26](=[CH:27][C:28]=2[Cl:29])[C@H:30]1[OH:94])=[O:86])[CH3:90]. No catalyst specified. The reactants are C[C@@H]1O[C@@H](O[C@H]2[C@H]([O:15][C:16]3[C:17]4[O:71][C:67]5=[C:68]([Cl:70])[CH:69]=[C:64]([CH:65]=[CH:66]5)[C@@H:63]([OH:72])[C@@H:62]5[NH:73][C:74](=[O:75])[C@@H:43]([C:44]6[CH:45]=[CH:46][C:47]([OH:79])=[C:48]([C:50]7[C:55]([OH:56])=[CH:54][C:53]([OH:57])=[CH:52][C:51]=7[C@@H:58]([C:76]([OH:78])=[O:77])[NH:59][C:60]5=[O:61])[CH:49]=6)[NH:42][C:40](=[O:41])[C@H:39]5[C:19](=[CH:20][C:21]=3[O:22][C:23]3[CH:24]=[CH:25][C:26]([C@@H:30]([OH:94])[C@@H:31]([NH:84][C:85]([C@H:87]([NH:92][CH3:93])[CH2:88][CH:89]([CH3:91])[CH3:90])=[O:86])[C:32]([NH:34][C@@H:35]([CH2:80][C:81]([NH2:83])=[O:82])[C:36]([NH:38]5)=[O:37])=[O:33])=[CH:27][C:28]=3[Cl:29])[CH:18]=4)O[C@H](CO)[C@@H](O)[C@@H]2O)C[C@@](N)(C)[C@@H]1O.C1C(=O)NC(=O)N([C@@H]2O[C@H](COP(OP(O)(O)=O)(O)=O)[C@@H](O)[C@H]2O)C=1. (2) The reactants are [H-].[Na+].[CH2:3]([O:5][C:6]([C:8]1[CH:9]=[N:10][N:11]([CH3:14])[C:12]=1[NH2:13])=[O:7])[CH3:4].F[C:16]1[CH:21]=[CH:20][CH:19]=[CH:18][C:17]=1[N+:22]([O-:24])=[O:23].OS([O-])(=O)=O.[K+]. The catalyst is C1COCC1.CCOC(C)=O. The product is [CH2:3]([O:5][C:6]([C:8]1[CH:9]=[N:10][N:11]([CH3:14])[C:12]=1[NH:13][C:16]1[CH:21]=[CH:20][CH:19]=[CH:18][C:17]=1[N+:22]([O-:24])=[O:23])=[O:7])[CH3:4]. The yield is 0.580. (3) The reactants are [C:1]([O-:11])(=[O:10])[C@@H:2]([C:4]1[CH:9]=[CH:8][CH:7]=[CH:6][CH:5]=1)[OH:3].Cl. The catalyst is O. The product is [C:1]([OH:11])(=[O:10])[C@H:2]([C:4]1[CH:9]=[CH:8][CH:7]=[CH:6][CH:5]=1)[OH:3]. The yield is 0.570. (4) The reactants are Cl.[F:2][C:3]1[CH:8]=[CH:7][C:6]([C:9](=[O:29])[CH2:10][CH2:11][CH2:12][N:13]2[CH2:28][CH2:27][C@@H:16]3[N:17]4[C:26]5[C:25]([C@@H:15]3[CH2:14]2)=[CH:24][CH:23]=[CH:22][C:21]=5[NH:20][CH2:19][CH2:18]4)=[CH:5][CH:4]=1.[BH4-].[Na+]. The catalyst is CO. The product is [F:2][C:3]1[CH:8]=[CH:7][C:6]([CH:9]([OH:29])[CH2:10][CH2:11][CH2:12][N:13]2[CH2:28][CH2:27][C@@H:16]3[N:17]4[C:26]5[C:25]([C@@H:15]3[CH2:14]2)=[CH:24][CH:23]=[CH:22][C:21]=5[NH:20][CH2:19][CH2:18]4)=[CH:5][CH:4]=1. The yield is 0.950.